This data is from Peptide-MHC class II binding affinity with 134,281 pairs from IEDB. The task is: Regression. Given a peptide amino acid sequence and an MHC pseudo amino acid sequence, predict their binding affinity value. This is MHC class II binding data. (1) The peptide sequence is EKKYFAATQFEPLPA. The MHC is HLA-DQA10401-DQB10402 with pseudo-sequence HLA-DQA10401-DQB10402. The binding affinity (normalized) is 0.584. (2) The peptide sequence is FDRLETLILLRAFTE. The MHC is DRB1_1501 with pseudo-sequence DRB1_1501. The binding affinity (normalized) is 0.275. (3) The MHC is DRB1_0404 with pseudo-sequence DRB1_0404. The binding affinity (normalized) is 0.455. The peptide sequence is LMTGGVTLVRKNRWL. (4) The peptide sequence is YGIFQSTFLGASQRG. The MHC is HLA-DQA10601-DQB10402 with pseudo-sequence HLA-DQA10601-DQB10402. The binding affinity (normalized) is 0.406. (5) The peptide sequence is KEFDLYKKSGITEVDRT. The MHC is DRB1_0802 with pseudo-sequence DRB1_0802. The binding affinity (normalized) is 0.500.